From a dataset of Experimentally validated miRNA-target interactions with 360,000+ pairs, plus equal number of negative samples. Binary Classification. Given a miRNA mature sequence and a target amino acid sequence, predict their likelihood of interaction. (1) The miRNA is hsa-miR-4650-5p with sequence UCAGGCCUCUUUCUACCUU. The protein sequence of the target gene is MEAARTERPAGRPGAPLVRTGLLLLSTWVLAGAEITWDATGGPGRPAAPASRPPALSPLSPRAVASQWPEELASARRAAVLGRRAGPELLPQQGGGRGGEMQVEAGGTSPAGERRGRGIPAPAKLGGARRSRRAQPPITQERGDAWATAPADGSRGSRPLAKGSREEVKAPRAGGSAAEDLRLPSTSFALTGDSAHNQAMVHWSGHNSSVILILTKLYDFNLGSVTESSLWRSTDYGTTYEKLNDKVGLKTVLSYLYVNPTNKRKIMLLSDPEMESSILISSDEGATYQKYRLTFYIQSL.... Result: 0 (no interaction). (2) The miRNA is hsa-miR-219a-2-3p with sequence AGAAUUGUGGCUGGACAUCUGU. The protein sequence of the target gene is MFSAGAESLLHQAREIQDEELKKFCSRICKLLQAEDLGPDTLDSLQRLFLIISATKYSRRLEKTCVDLLQATLGLPACPEQLQVLCAAILREMSPSDSLSLAWDHTQNSRQLSLVASVLLAQGDRNEEVRAVGQGVLRALESRQPEGPSLRHLLPVMAKVVVLSPGTLQEDQATLLSKRLVDWLRYASLQQGLPHSGGFFSTPRARQPGPVTEVDGAVATDFFTVLSSGHRFTDDQWLNVQAFSMLRAWLLHSGPEGPGTLDTDDRSEQEGSTLSVISATSSAGRLLPPRERLREVAFEY.... Result: 0 (no interaction). (3) The miRNA is rno-miR-200b-3p with sequence UAAUACUGCCUGGUAAUGAUGAC. The protein sequence of the target gene is MAQFGGQKNPPWATQFTATAVSQPAALGVQQPSLLGASPTIYTQQTALAAAGLTTQTPANYQLTQTAALQQQAAAVLQQQYSQPQQALYSVQQQLQQPQQTILTQPAVALPTSLSLSTPQPAAQITVSYPTPRSSQQQTQPQKQRVFTGVVTKLHDTFGFVDEDVFFQLGAVKGKTPQVGDRVLVEATYNPNMPFKWNAQRIQTLPNQNQSQTQPLLKTPTAVIQPIVPQTTFGVQAQPQPQSLLQAQISAASITPLLQTQPQPLLQQPQQKAGLLQPPVRIVSQPQPARRLDPPSRFSG.... Result: 0 (no interaction). (4) The miRNA is hsa-miR-4519 with sequence CAGCAGUGCGCAGGGCUG. The protein sequence of the target gene is MVSPATRKSLPKVKAMDFITSTAILPLLFGCLGVFGLFRLLQWVRGKAYLRNAVVVITGATSGLGKECAKVFYAAGAKLVLCGRNGGALEELIRELTASHATKVQTHKPYLVTFDLTDSGAIVAAAAEILQCFGYVDILVNNAGISYRGTIMDTTVDVDKRVMETNYFGPVALTKALLPSMIKRRQGHIVAISSIQGKMSIPFRSAYAASKHATQAFFDCLRAEMEQYEIEVTVISPGYIHTNLSVNAITADGSRYGVMDTTTAQGRSPVEVAQDVLAAVGKKKKDVILADLLPSLAVYL.... Result: 0 (no interaction). (5) The miRNA is hsa-miR-218-5p with sequence UUGUGCUUGAUCUAACCAUGU. The protein sequence of the target gene is MWRSLGLALALCLLPYGGAESQGQSSACYKAPEWYIGDQNPMLNSEGKVTVVALLQASUYLCLLQASRLEDLRIKLESQGYFNISYIVVNHQGSPSQLKHSHLKKQVSEHIAVYRQEEDGIDVWTLLNGNKDDFLIYDRCGRLVYHLGLPYSFLTFPYVEEAIKIAYCEERCGNCNLTSLEDEDFCKTVTSATANKTAEPSEAHSHHKHHNKHGQEHLGSSKPSENQQPGPSETTLPPSGLHHHHRHRGQHRQGHLESUDTTASEGLHLSLAQRKLURRGCINQLLCKLSKESEAAPSSC.... Result: 0 (no interaction). (6) The miRNA is hsa-miR-4468 with sequence AGAGCAGAAGGAUGAGAU. The protein sequence of the target gene is MSGPLEGADGGGDPRPGESFCPGGVPSPGPPQHRPCPGPSLADDTDANSNGSSGNESNGHESRGASQRSSHSSSSGNGKDSALLETTESSKSTNSQSPSPPSSSIAYSLLSASSEQDNPSTSGCSSEQSARARTQKELMTALRELKLRLPPERRGKGRSGTLATLQYALACVKQVQANQEYYQQWSLEEGEPCSMDMSTYTLEELEHITSEYTLQNQDTFSVAVSFLTGRIVYISEQAAVLLRCKRDVFRGTRFSELLAPQDVGVFYGSTAPSRLPTWGTGASAGSGLRDFTQEKSVFCR.... Result: 1 (interaction). (7) The miRNA is hsa-miR-6805-3p with sequence UUGCUCUGCUCCCCCGCCCCCAG. The protein sequence of the target gene is MTGARASAAEQRRAGRSGQARAAERAAGMSGAGRALAALLLAASVLSAALLAPGGSSGRDAQAAPPRDLDKKRHAELKMDQALLLIHNELLWTNLTVYWKSECCYHCLFQVLVNVPQSPKAGKPSAAAASVSTQHGSILQLNDTLEEKEVCRLEYRFGEFGNYSLLVKNIHNGVSEIACDLAVNEDPVDSNLPVSIAFLIGLAVIIVISFLRLLLSLDDFNNWISKAISSRETDRLINSELGSPSRTDPLDGDVQPATWRLSALPPRLRSVDTFRGIALILMVFVNYGGGKYWYFKHASW.... Result: 0 (no interaction). (8) The miRNA is mmu-miR-6940-3p with sequence UUACCUUCCGUGCUUGCCCGCAG. The protein sequence of the target gene is MSQSPAFGPRRGSSPRGAAGAAARRNESQDYLLMDSELGEDGCPQAPLPCYGYYPCFRGSDNRLAHRRQTVLREKGRRLANRGPAYMFSDRSTSLSIEEERFLDAAEYGNIPVVRKMLEECHSLNVNCVDYMGQNALQLAVANEHLEITELLLKKENLSRVGDALLLAISKGYVRIVEAILSHPAFAEGKRLATSPSQSELQQDDFYAYDEDGTRFSHDVTPIILAAHCQEYEIVHTLLRKGARIERPHDYFCKCNDCNQKQKHDSFSHSRSRINAYKGLASPAYLSLSSEDPVMTALEL.... Result: 0 (no interaction). (9) The protein sequence of the target gene is MGWDLGTRLFQRQEQRSRLSRIWLEKTRVFLEGSTRTPALPHCLFWLLQVPSTQDPLFPGYGPQCPVDLAGPPCLRPLFGGLGGYWRALQRGREGRTMTSRASELSPGRSVTAGIIIVGDEILKGHTQDTNTFFLCRTLRSLGVQVCRVSVVPDEVATIAAEVTSFSNRFTHVLTAGGIGPTHDDVTFEAVAQAFGDELKPHPKLEAATKALGGEGWEKLSLVPSSARLHYGTDPCTGQPFRFPLVSVRNVYLFPGIPELLRRVLEGMKGLFQNPAVQFHSKELYVAADEASIAPILAEA.... The miRNA is hsa-miR-4671-5p with sequence ACCGAAGACUGUGCGCUAAUCU. Result: 0 (no interaction). (10) The miRNA is hsa-miR-4685-5p with sequence CCCAGGGCUUGGAGUGGGGCAAGGUU. The protein sequence of the target gene is MGNAPSQDPERSSPPMLSADDAEYPREYRTLGGGGGGGSGGRRFSNVGLVHTSERRHTVIAAQSLEALSGLQKADADRKRDAFMDHLKSKYPQHALALRGQQDRMREQPNYWSFKTRSSRHTQGAQPGLADQAAKLSYASAESLETMSEAELPLGFSRMNRFRQSLPLSRSASQTKLRSPGVLFLQFGEETRRVHITHEVSSLDTLHALIAHMFPQKLTMGMLKSPNTAILIKDEARNVFYELEDVRDIQDRSIIKIYRKEPLYAAFPGSHLTNGDLRREMVYASRESSPTRRLNNLSPA.... Result: 1 (interaction).